Dataset: Reaction yield outcomes from USPTO patents with 853,638 reactions. Task: Predict the reaction yield, written as a fraction of the theoretical maximum amount of product (1.0 means a 100% yield; for example, 0.34 means a 34% yield). The reactants are Cl[S:2]([N:5]=[C:6]=[O:7])(=[O:4])=[O:3].[Cl:8][CH2:9][CH2:10][OH:11].[NH2:12][C:13]1[CH:41]=[CH:40][C:16]2[NH:17][C:18]([C:23]3[C:24](=[O:39])[N:25]([CH2:34][CH2:35][CH:36]([CH3:38])[CH3:37])[C:26]4[C:31]([C:32]=3[OH:33])=[CH:30][CH:29]=[CH:28][N:27]=4)=[N:19][S:20](=[O:22])(=[O:21])[C:15]=2[CH:14]=1.C(N(CC)CC)C.Cl. The catalyst is ClCCl. The product is [OH:33][C:32]1[C:31]2[C:26](=[N:27][CH:28]=[CH:29][CH:30]=2)[N:25]([CH2:34][CH2:35][CH:36]([CH3:37])[CH3:38])[C:24](=[O:39])[C:23]=1[C:18]1[NH:17][C:16]2[CH:40]=[CH:41][C:13]([NH:12][S:2]([NH:5][C:6](=[O:7])[O:11][CH2:10][CH2:9][Cl:8])(=[O:4])=[O:3])=[CH:14][C:15]=2[S:20](=[O:21])(=[O:22])[N:19]=1. The yield is 0.670.